Dataset: Catalyst prediction with 721,799 reactions and 888 catalyst types from USPTO. Task: Predict which catalyst facilitates the given reaction. (1) Reactant: [Cl:1][C:2]1[CH:26]=[CH:25][C:24]([Cl:27])=[CH:23][C:3]=1[O:4][C:5]1[CH:10]=[CH:9][N:8]=[CH:7][C:6]=1[C:11](N1C2C(=CC=CC=2)CCC1)=[O:12].[F:28][C:29]([F:42])([F:41])[C:30]1[CH:31]=[C:32]([CH:34]=[C:35]([C:37]([F:40])([F:39])[F:38])[CH:36]=1)[NH2:33]. Product: [F:28][C:29]([F:41])([F:42])[C:30]1[CH:31]=[C:32]([NH:33][C:11](=[O:12])[C:6]2[C:5]([O:4][C:3]3[CH:23]=[C:24]([Cl:27])[CH:25]=[CH:26][C:2]=3[Cl:1])=[CH:10][CH:9]=[N:8][CH:7]=2)[CH:34]=[C:35]([C:37]([F:38])([F:39])[F:40])[CH:36]=1. The catalyst class is: 644. (2) Product: [C:1]1([CH:7]2[N:11]([C:12]3[CH:17]=[CH:16][N:15]=[CH:14][CH:13]=3)[C:10](=[N:18][C:19]#[N:20])[NH:9][CH2:8]2)[CH:6]=[CH:5][CH:4]=[CH:3][CH:2]=1. The catalyst class is: 1. Reactant: [C:1]1([CH:7](O)[CH2:8][NH:9][C:10]([NH:18][C:19]#[N:20])=[N:11][C:12]2[CH:17]=[CH:16][N:15]=[CH:14][CH:13]=2)[CH:6]=[CH:5][CH:4]=[CH:3][CH:2]=1.C1(P(C2C=CC=CC=2)C2C=CC=CC=2)C=CC=CC=1.N(C(OC(C)C)=O)=NC(OC(C)C)=O. (3) Reactant: [CH:1]1([N:6]2[C:14]3[CH:13]=[C:12]([C:15]4[O:16][C:17]([CH:20]=O)=[CH:18][CH:19]=4)[CH:11]=[C:10]([C:22]([NH:24][CH2:25][C:26]4[C:27](=[O:34])[NH:28][C:29]([CH3:33])=[CH:30][C:31]=4[CH3:32])=[O:23])[C:9]=3[CH:8]=[N:7]2)[CH2:5][CH2:4][CH2:3][CH2:2]1.[CH3:35][S:36]([CH2:39][CH2:40][NH2:41])(=[O:38])=[O:37].CCN(C(C)C)C(C)C.[BH3-]C#N.[Na+]. Product: [CH:1]1([N:6]2[C:14]3[CH:13]=[C:12]([C:15]4[O:16][C:17]([CH2:20][NH:41][CH2:40][CH2:39][S:36]([CH3:35])(=[O:38])=[O:37])=[CH:18][CH:19]=4)[CH:11]=[C:10]([C:22]([NH:24][CH2:25][C:26]4[C:27](=[O:34])[NH:28][C:29]([CH3:33])=[CH:30][C:31]=4[CH3:32])=[O:23])[C:9]=3[CH:8]=[N:7]2)[CH2:2][CH2:3][CH2:4][CH2:5]1. The catalyst class is: 5.